Dataset: Catalyst prediction with 721,799 reactions and 888 catalyst types from USPTO. Task: Predict which catalyst facilitates the given reaction. (1) Reactant: [CH3:1][C:2]1([CH3:17])[C:10]2[C:5](=[CH:6][C:7]([N:11]3[CH2:16][CH2:15][O:14][CH2:13][CH2:12]3)=[CH:8][CH:9]=2)[NH:4][CH2:3]1.Cl[C:19]1[C:28]2[C:23](=[CH:24][CH:25]=[CH:26][CH:27]=2)[N:22]=[C:21]([C:29]2[CH:34]=[CH:33][CH:32]=[CH:31][C:30]=2[F:35])[C:20]=1[CH3:36].C(=O)([O-])[O-].[Cs+].[Cs+].C1C=CC(P(C2C(C3C(P(C4C=CC=CC=4)C4C=CC=CC=4)=CC=C4C=3C=CC=C4)=C3C(C=CC=C3)=CC=2)C2C=CC=CC=2)=CC=1. Product: [CH3:1][C:2]1([CH3:17])[C:10]2[C:5](=[CH:6][C:7]([N:11]3[CH2:16][CH2:15][O:14][CH2:13][CH2:12]3)=[CH:8][CH:9]=2)[N:4]([C:19]2[C:28]3[C:23](=[CH:24][CH:25]=[CH:26][CH:27]=3)[N:22]=[C:21]([C:29]3[CH:34]=[CH:33][CH:32]=[CH:31][C:30]=3[F:35])[C:20]=2[CH3:36])[CH2:3]1. The catalyst class is: 62. (2) Reactant: [Cl:1][C:2]1[CH:3]=[C:4]2[C:8](=[CH:9][CH:10]=1)[NH:7][CH:6]=[C:5]2[CH2:11][CH2:12][NH:13][C:14](=[O:22])[C:15]1[CH:20]=[CH:19][C:18](I)=[CH:17][CH:16]=1.[F:23][C:24]1[CH:25]=[C:26](B(O)O)[CH:27]=[CH:28][CH:29]=1.C(=O)([O-])[O-].[Na+].[Na+]. Product: [Cl:1][C:2]1[CH:3]=[C:4]2[C:8](=[CH:9][CH:10]=1)[NH:7][CH:6]=[C:5]2[CH2:11][CH2:12][NH:13][C:14]([C:15]1[CH:20]=[CH:19][C:18]([C:28]2[CH:27]=[CH:26][CH:25]=[C:24]([F:23])[CH:29]=2)=[CH:17][CH:16]=1)=[O:22]. The catalyst class is: 437.